Dataset: Buchwald-Hartwig C-N cross coupling reaction yields with 55,370 reactions. Task: Predict the reaction yield, written as a fraction of the theoretical maximum amount of product (1.0 means a 100% yield; for example, 0.34 means a 34% yield). The reactants are Ic1cccnc1.Cc1ccc(N)cc1.O=S(=O)(O[Pd]1c2ccccc2-c2ccccc2N~1)C(F)(F)F.COc1ccc(OC)c(P([C@]23C[C@H]4C[C@H](C[C@H](C4)C2)C3)[C@]23C[C@H]4C[C@H](C[C@H](C4)C2)C3)c1-c1c(C(C)C)cc(C(C)C)cc1C(C)C.CCN=P(N=P(N(C)C)(N(C)C)N(C)C)(N(C)C)N(C)C.c1ccc(CN(Cc2ccccc2)c2ccon2)cc1. No catalyst specified. The product is Cc1ccc(Nc2cccnc2)cc1. The yield is 0.621.